This data is from Catalyst prediction with 721,799 reactions and 888 catalyst types from USPTO. The task is: Predict which catalyst facilitates the given reaction. (1) Reactant: [OH:1][CH:2]([C:4]1[CH:5]=[C:6]([OH:10])[CH:7]=[CH:8][CH:9]=1)[CH3:3].[Cl-].[Mg+2].[Cl-].C(N(CC)CC)C.[CH2:21]=[O:22]. Product: [OH:10][C:6]1[CH:5]=[C:4]([CH:2]([OH:1])[CH3:3])[CH:9]=[CH:8][C:7]=1[CH:21]=[O:22]. The catalyst class is: 23. (2) Reactant: [CH3:1][N:2]([CH3:30])[C:3]1[CH:8]=[CH:7][C:6]([C:9]2[NH:14][C:13](=[O:15])[C:12]([C:16]([O:18][CH2:19][C:20]3[CH:25]=[CH:24][CH:23]=[CH:22][CH:21]=3)=[O:17])=[C:11]([OH:26])[C:10]=2[CH2:27][CH:28]=[O:29])=[CH:5][CH:4]=1.[BH4-].[Na+]. Product: [CH3:30][N:2]([CH3:1])[C:3]1[CH:4]=[CH:5][C:6]([C:9]2[NH:14][C:13](=[O:15])[C:12]([C:16]([O:18][CH2:19][C:20]3[CH:21]=[CH:22][CH:23]=[CH:24][CH:25]=3)=[O:17])=[C:11]([OH:26])[C:10]=2[CH2:27][CH2:28][OH:29])=[CH:7][CH:8]=1. The catalyst class is: 242.